Dataset: Catalyst prediction with 721,799 reactions and 888 catalyst types from USPTO. Task: Predict which catalyst facilitates the given reaction. (1) Reactant: [O:1]=[C:2]1[NH:7][C:6]2[CH:8]=[C:9]([C:12]([OH:14])=O)[CH:10]=[CH:11][C:5]=2[S:4][CH2:3]1.[CH3:15][O:16][C:17]1[CH:26]=[C:25]2[C:20]([N:21]=[CH:22][C:23]([S:27][CH2:28][CH2:29][N:30]3[CH2:35][CH2:34][CH:33]([NH:36][CH3:37])[CH2:32][CH2:31]3)=[N:24]2)=[CH:19][CH:18]=1.CN(C(ON1N=NC2C=CC=NC1=2)=[N+](C)C)C.F[P-](F)(F)(F)(F)F.C(N(CC)CC)C. Product: [CH3:15][O:16][C:17]1[CH:26]=[C:25]2[C:20]([N:21]=[CH:22][C:23]([S:27][CH2:28][CH2:29][N:30]3[CH2:31][CH2:32][CH:33]([N:36]([CH3:37])[C:12]([C:9]4[CH:10]=[CH:11][C:5]5[S:4][CH2:3][C:2](=[O:1])[NH:7][C:6]=5[CH:8]=4)=[O:14])[CH2:34][CH2:35]3)=[N:24]2)=[CH:19][CH:18]=1. The catalyst class is: 9. (2) Reactant: ClC(Cl)(Cl)C(Cl)(Cl)Cl.C(N(CC)CC)C.[CH2:16]([O:23][C:24](=[O:47])[NH:25][C@H:26]1[CH2:31][CH2:30][C@H:29]([C:32]([NH:34][NH:35][C:36](=[O:46])[CH2:37][O:38][CH2:39][C:40]2[CH:45]=[CH:44][CH:43]=[CH:42][CH:41]=2)=O)[CH2:28][CH2:27]1)[C:17]1[CH:22]=[CH:21][CH:20]=[CH:19][CH:18]=1.C1(P(C2C=CC=CC=2)C2C=CC=CC=2)C=CC=CC=1. Product: [CH2:16]([O:23][C:24](=[O:47])[NH:25][C@H:26]1[CH2:31][CH2:30][C@H:29]([C:32]2[O:46][C:36]([CH2:37][O:38][CH2:39][C:40]3[CH:45]=[CH:44][CH:43]=[CH:42][CH:41]=3)=[N:35][N:34]=2)[CH2:28][CH2:27]1)[C:17]1[CH:18]=[CH:19][CH:20]=[CH:21][CH:22]=1. The catalyst class is: 4.